Dataset: Forward reaction prediction with 1.9M reactions from USPTO patents (1976-2016). Task: Predict the product of the given reaction. The product is: [C:1]1([NH:7][C:8]([C:10]2[N:14]3[N:15]=[C:16]([NH:31][CH2:30][C:29]4[CH:32]=[CH:33][C:26]([F:25])=[CH:27][CH:28]=4)[C:17]([CH:19]4[CH2:23][CH2:22][CH2:21][CH2:20]4)=[CH:18][C:13]3=[N:12][CH:11]=2)=[O:9])[CH:6]=[CH:5][CH:4]=[CH:3][CH:2]=1. Given the reactants [C:1]1([NH:7][C:8]([C:10]2[N:14]3[N:15]=[C:16](Cl)[C:17]([CH:19]4[CH2:23][CH2:22][CH2:21][CH2:20]4)=[CH:18][C:13]3=[N:12][CH:11]=2)=[O:9])[CH:6]=[CH:5][CH:4]=[CH:3][CH:2]=1.[F:25][C:26]1[CH:33]=[CH:32][C:29]([CH2:30][NH2:31])=[CH:28][CH:27]=1, predict the reaction product.